The task is: Predict the reactants needed to synthesize the given product.. This data is from Full USPTO retrosynthesis dataset with 1.9M reactions from patents (1976-2016). Given the product [Cl:15][C:12]1[CH:13]=[CH:14][C:9]([O:8][CH2:7][C:1]2[CH:6]=[CH:5][CH:4]=[CH:3][CH:2]=2)=[C:10]([C:16]2[CH:21]=[CH:20][CH:19]=[CH:18][C:17]=2[B:28]([OH:33])[OH:29])[CH:11]=1, predict the reactants needed to synthesize it. The reactants are: [C:1]1([CH2:7][O:8][C:9]2[C:10]([C:16]3[CH:21]=[CH:20][CH:19]=[CH:18][C:17]=3Br)=[CH:11][C:12]([Cl:15])=[CH:13][CH:14]=2)[CH:6]=[CH:5][CH:4]=[CH:3][CH:2]=1.[Li]CCCC.[B:28](OC(C)C)([O:33]C(C)C)[O:29]C(C)C.Cl.